Dataset: Forward reaction prediction with 1.9M reactions from USPTO patents (1976-2016). Task: Predict the product of the given reaction. (1) Given the reactants [CH2:1]([O:5][CH:6]([C:8]1[CH:16]=[CH:15][C:11]([C:12]([OH:14])=O)=[CH:10][CH:9]=1)[CH3:7])[CH:2]([CH3:4])[CH3:3].F[P-](F)(F)(F)(F)F.N1(OC(N(C)C)=[N+](C)C)C2N=CC=CC=2N=N1.C(N(CC)CC)C.[NH2:48][CH2:49][C:50]1[C:51]([OH:58])=[N:52][C:53]([CH3:57])=[CH:54][C:55]=1[CH3:56], predict the reaction product. The product is: [OH:58][C:51]1[C:50]([CH2:49][NH:48][C:12](=[O:14])[C:11]2[CH:10]=[CH:9][C:8]([CH:6]([O:5][CH2:1][CH:2]([CH3:3])[CH3:4])[CH3:7])=[CH:16][CH:15]=2)=[C:55]([CH3:56])[CH:54]=[C:53]([CH3:57])[N:52]=1. (2) Given the reactants [C:1]([C:5]1[CH:6]=[C:7]([C:15]2[N:19]([C:20]3[CH:25]=[CH:24][C:23]([C:26]([N:28]4[CH2:33][CH2:32][O:31][CH2:30][CH2:29]4)=[O:27])=[CH:22][CH:21]=3)[N:18]=[C:17]([C:34]3[CH:43]=[CH:42][C:37]([C:38]([O:40]C)=[O:39])=[CH:36][CH:35]=3)[CH:16]=2)[CH:8]=[C:9]([O:11][CH:12]([CH3:14])[CH3:13])[CH:10]=1)([CH3:4])([CH3:3])[CH3:2].[Li+].[OH-].Cl, predict the reaction product. The product is: [C:1]([C:5]1[CH:6]=[C:7]([C:15]2[N:19]([C:20]3[CH:21]=[CH:22][C:23]([C:26]([N:28]4[CH2:29][CH2:30][O:31][CH2:32][CH2:33]4)=[O:27])=[CH:24][CH:25]=3)[N:18]=[C:17]([C:34]3[CH:43]=[CH:42][C:37]([C:38]([OH:40])=[O:39])=[CH:36][CH:35]=3)[CH:16]=2)[CH:8]=[C:9]([O:11][CH:12]([CH3:14])[CH3:13])[CH:10]=1)([CH3:3])([CH3:4])[CH3:2].